Dataset: Reaction yield outcomes from USPTO patents with 853,638 reactions. Task: Predict the reaction yield, written as a fraction of the theoretical maximum amount of product (1.0 means a 100% yield; for example, 0.34 means a 34% yield). (1) The reactants are [NH2:1][C:2]1[CH:7]=[CH:6][CH:5]=[C:4]([CH3:8])[CH:3]=1.[OH-].[Na+].[CH3:11][C:12]1[CH:20]=[CH:19][CH:18]=[CH:17][C:13]=1[C:14](Cl)=[O:15]. The catalyst is CC(C)=O.O. The product is [CH3:11][C:12]1[CH:20]=[CH:19][CH:18]=[CH:17][C:13]=1[C:14]([NH:1][C:2]1[CH:3]=[C:4]([CH3:8])[CH:5]=[CH:6][CH:7]=1)=[O:15]. The yield is 0.966. (2) The reactants are F.F.F.C(N(CC)CC)C.C(N(CC)CC)C.[Si]([O:35][CH2:36][C@H:37]1[O:41][C@@H:40]([N:42]2[CH:49]=[C:48]([CH3:50])[C:46](=[O:47])[NH:45][C:43]2=[O:44])[C@H:39]([O:51][CH2:52][CH2:53][O:54][N:55]([CH3:57])[CH3:56])[C@@H:38]1[OH:58])(C(C)(C)C)(C1C=CC=CC=1)C1C=CC=CC=1.CO. The catalyst is C1COCC1.C(Cl)Cl. The product is [CH3:56][N:55]([CH3:57])[O:54][CH2:53][CH2:52][O:51][C@@H:39]1[C@H:38]([OH:58])[C@@H:37]([CH2:36][OH:35])[O:41][C@H:40]1[N:42]1[CH:49]=[C:48]([CH3:50])[C:46](=[O:47])[NH:45][C:43]1=[O:44]. The yield is 0.925. (3) The yield is 0.750. The reactants are [CH2:1]([O:3][C:4](=[O:14])[C:5]([C:12]#[N:13])=[C:6]1[CH2:11][CH2:10][CH2:9][CH2:8][CH2:7]1)[CH3:2].[N+]([CH3:18])([O-])=O.N12CCCN=C1CCCCC2. The catalyst is C(#N)C. The product is [CH2:1]([O:3][C:4]([C:5]1([C:12]#[N:13])[C:6]2([CH2:11][CH2:10][CH2:9][CH2:8][CH2:7]2)[CH2:18]1)=[O:14])[CH3:2]. (4) The reactants are Cl.[CH3:2][O:3][C:4](=[O:9])[C@H:5]([CH2:7][OH:8])[NH2:6].[CH3:10][O:11][C:12]1[CH:13]=[C:14]([CH:18]=[CH:19][C:20]=1[N+:21]([O-:23])=[O:22])[C:15](O)=[O:16].CCN=C=NCCCN(C)C.Cl.C(N(CC)C(C)C)(C)C. The catalyst is CN(C1C=CN=CC=1)C.ClCCl. The product is [CH3:2][O:3][C:4](=[O:9])[C@H:5]([CH2:7][OH:8])[NH:6][C:15](=[O:16])[C:14]1[CH:18]=[CH:19][C:20]([N+:21]([O-:23])=[O:22])=[C:12]([O:11][CH3:10])[CH:13]=1. The yield is 0.690. (5) The reactants are [CH2:1]([NH:8][CH2:9][C@@H:10]1[C@H:14]2[O:15][C:16]([CH3:19])([CH3:18])[O:17][C@H:13]2[C@H:12]([N:20]2[CH:28]=[N:27][C:26]3[C:21]2=[N:22][CH:23]=[N:24][C:25]=3[NH2:29])[O:11]1)[C:2]1[CH:7]=[CH:6][CH:5]=[CH:4][CH:3]=1.[C:30]([C:34]1[CH:39]=[CH:38][C:37]([NH:40][C:41]([NH:43][CH2:44][CH2:45][CH:46]=O)=[O:42])=[CH:36][CH:35]=1)([CH3:33])([CH3:32])[CH3:31].[BH-](OC(C)=O)(OC(C)=O)OC(C)=O.[Na+]. The catalyst is ClCCCl. The product is [NH2:29][C:25]1[N:24]=[CH:23][N:22]=[C:21]2[C:26]=1[N:27]=[CH:28][N:20]2[C@H:12]1[C@@H:13]2[O:17][C:16]([CH3:19])([CH3:18])[O:15][C@@H:14]2[C@@H:10]([CH2:9][N:8]([CH2:1][C:2]2[CH:3]=[CH:4][CH:5]=[CH:6][CH:7]=2)[CH2:46][CH2:45][CH2:44][NH:43][C:41]([NH:40][C:37]2[CH:36]=[CH:35][C:34]([C:30]([CH3:31])([CH3:33])[CH3:32])=[CH:39][CH:38]=2)=[O:42])[O:11]1. The yield is 0.340. (6) The reactants are [C:1]([O:4][C@@H:5]1[C@H:9]([O:10][C:11](=[O:13])[CH3:12])[C@@H:8]([CH2:14][O:15][C:16](=[O:18])[CH3:17])[O:7][C@H:6]1[N:19]1[CH:27]=[N:26][C:25]2[C:20]1=[N:21][C:22]([Cl:29])=[N:23][C:24]=2Cl)(=[O:3])[CH3:2].[C:30]1([C:36]2[N:37]=[CH:38][NH:39][C:40]=2[C:41]2[CH:46]=[CH:45][CH:44]=[CH:43][CH:42]=2)[CH:35]=[CH:34][CH:33]=[CH:32][CH:31]=1. The catalyst is CN(C=O)C. The product is [C:1]([O:4][C@@H:5]1[C@H:9]([O:10][C:11](=[O:13])[CH3:12])[C@@H:8]([CH2:14][O:15][C:16](=[O:18])[CH3:17])[O:7][C@H:6]1[N:19]1[CH:27]=[N:26][C:25]2[C:20]1=[N:21][C:22]([Cl:29])=[N:23][C:24]=2[N:37]1[C:36]([C:30]2[CH:35]=[CH:34][CH:33]=[CH:32][CH:31]=2)=[C:40]([C:41]2[CH:42]=[CH:43][CH:44]=[CH:45][CH:46]=2)[N:39]=[CH:38]1)(=[O:3])[CH3:2]. The yield is 0.830. (7) The reactants are [S:1]([O:8]S(C(F)(F)F)(=O)=O)([C:4]([F:7])([F:6])[F:5])(=[O:3])=[O:2].[Si:16]([O:23][CH2:24][C@H:25]1[N:29]([C:30](=[O:53])[C:31]2[CH:36]=[C:35]([O:37][CH3:38])[C:34]([O:39][Si:40]([CH:47]([CH3:49])[CH3:48])([CH:44]([CH3:46])[CH3:45])[CH:41]([CH3:43])[CH3:42])=[CH:33][C:32]=2[N+:50]([O-:52])=[O:51])[CH2:28][C:27](=O)[CH2:26]1)([C:19]([CH3:22])([CH3:21])[CH3:20])([CH3:18])[CH3:17].N1C(C)=CC=CC=1C. The catalyst is C(Cl)Cl. The product is [F:5][C:4]([F:7])([F:6])[S:1]([O:8][C:27]1[CH2:26][C@@H:25]([CH2:24][O:23][Si:16]([C:19]([CH3:21])([CH3:20])[CH3:22])([CH3:18])[CH3:17])[N:29]([C:30](=[O:53])[C:31]2[CH:36]=[C:35]([O:37][CH3:38])[C:34]([O:39][Si:40]([CH:41]([CH3:43])[CH3:42])([CH:44]([CH3:45])[CH3:46])[CH:47]([CH3:49])[CH3:48])=[CH:33][C:32]=2[N+:50]([O-:52])=[O:51])[CH:28]=1)(=[O:3])=[O:2]. The yield is 0.820.